From a dataset of Catalyst prediction with 721,799 reactions and 888 catalyst types from USPTO. Predict which catalyst facilitates the given reaction. (1) Reactant: C([N:8]1[CH2:13][CH2:12][C:11]([CH2:15][NH:16][C:17](=[O:21])[O:18][CH2:19][CH3:20])([OH:14])[CH2:10][CH2:9]1)C1C=CC=CC=1.C([O-])=O.[NH4+]. Product: [OH:14][C:11]1([CH2:15][NH:16][C:17](=[O:21])[O:18][CH2:19][CH3:20])[CH2:12][CH2:13][NH:8][CH2:9][CH2:10]1. The catalyst class is: 43. (2) Reactant: [C:1]([NH:5][C:6]1[C:15]([CH3:16])=[N:14][C:13]2[C:8](=[C:9](B3OC(C)(C)C(C)(C)O3)[CH:10]=[CH:11][CH:12]=2)[N:7]=1)([CH3:4])([CH3:3])[CH3:2].CC(C1C=C(C(C)C)C(C2C=CC=CC=2P(C2CCCCC2)C2CCCCC2)=C(C(C)C)C=1)C.Br[C:61]1[CH:62]=[C:63]2[C:68](=[O:69])[N:67]([CH2:70][C:71]3[CH:76]=[CH:75][C:74]([O:77][CH3:78])=[CH:73][C:72]=3[O:79][CH3:80])[CH2:66][CH2:65][N:64]2[CH:81]=1.P([O-])([O-])([O-])=O.[K+].[K+].[K+].[OH-].[Na+]. Product: [C:1]([NH:5][C:6]1[C:15]([CH3:16])=[N:14][C:13]2[C:8]([N:7]=1)=[C:9]([C:61]1[CH:62]=[C:63]3[C:68](=[O:69])[N:67]([CH2:70][C:71]4[CH:76]=[CH:75][C:74]([O:77][CH3:78])=[CH:73][C:72]=4[O:79][CH3:80])[CH2:66][CH2:65][N:64]3[CH:81]=1)[CH:10]=[CH:11][CH:12]=2)([CH3:2])([CH3:3])[CH3:4]. The catalyst class is: 333.